Dataset: Full USPTO retrosynthesis dataset with 1.9M reactions from patents (1976-2016). Task: Predict the reactants needed to synthesize the given product. Given the product [NH2:1][C:2]1[C:3]2[C:10]([C:11]3[CH:16]=[CH:15][C:14]([C@H:17]([NH:23][C:24]4[C:29]([C:30](=[O:41])[NH:31][C@H:32]([C:34]5[CH:35]=[CH:36][C:37]([F:40])=[CH:38][CH:39]=5)[CH3:33])=[CH:28][C:27]([C:42]#[N:43])=[CH:26][N:25]=4)[CH2:18][C:19]([OH:21])=[O:20])=[CH:13][CH:12]=3)=[CH:9][NH:8][C:4]=2[N:5]=[CH:6][N:7]=1, predict the reactants needed to synthesize it. The reactants are: [NH2:1][C:2]1[C:3]2[C:10]([C:11]3[CH:16]=[CH:15][C:14]([C@H:17]([NH:23][C:24]4[C:29]([C:30](=[O:41])[NH:31][C@H:32]([C:34]5[CH:39]=[CH:38][C:37]([F:40])=[CH:36][CH:35]=5)[CH3:33])=[CH:28][C:27]([C:42]#[N:43])=[CH:26][N:25]=4)[CH2:18][C:19]([O:21]C)=[O:20])=[CH:13][CH:12]=3)=[CH:9][NH:8][C:4]=2[N:5]=[CH:6][N:7]=1.C([O-])([O-])=O.[K+].[K+].